Binary Classification. Given a miRNA mature sequence and a target amino acid sequence, predict their likelihood of interaction. From a dataset of Experimentally validated miRNA-target interactions with 360,000+ pairs, plus equal number of negative samples. (1) The miRNA is hsa-miR-4775 with sequence UUAAUUUUUUGUUUCGGUCACU. The protein sequence of the target gene is MEGEPSQPPNSSWPLSQNGTNTEATPATNLTFSSYYQHTSPVAAMFIVAYALIFLLCMVGNTLVCFIVLKNRHMHTVTNMFILNLAVSDLLVGIFCMPTTLVDNLITGWPFDNATCKMSGLVQGMSVSASVFTLVAIAVERFRCIVHPFREKLTLRKALVTIAVIWALALLIMCPSAVTLTVTREEHHFMVDARNRSYPLYSCWEAWPEKGMRRVYTTVLFSHIYLAPLALIVVMYARIARKLCQAPGPAPGGEEAADPRASRRRARVVHMLVMVALFFTLSWLPLWALLLLIDYGQLSA.... Result: 1 (interaction). (2) The miRNA is hsa-miR-3925-3p with sequence ACUCCAGUUUUAGUUCUCUUG. The protein sequence of the target gene is MLALAKILLISTLFYSLLSGSHGKENQDINTTQNIAEVFKTMENKPISLESEANLNSDKENITTSNLKASHSPPLNLPNNSHGITDFSSNSSAEHSLGSLKPTSTISTSPPLIHSFVSKVPWNAPIADEDLLPISAHPNATPALSSENFTWSLVNDTVKTPDNSSITVSILSSEPTSPSVTPLIVEPSGWLTTNSDSFTGFTPYQEKTTLQPTLKFTNNSKLFPNTSDPQKENRNTGIVFGAILGAILGVSLLTLVGYLLCGKRKTDSFSHRRLYDDRNEPVLRLDNAPEPYDVSFGNSS.... Result: 0 (no interaction). (3) The miRNA is hsa-miR-6739-5p with sequence UGGGAAAGAGAAAGAACAAGUA. The protein sequence of the target gene is MSHGAGLVRTTCSSGSALGPGAGAAQPSASPLEGLLDLSYPRTHAALLKVAQMVTLLIAFICVRSSLWTNYSAYSYFEVVTICDLIMILAFYLVHLFRFYRVLTCISWPLSELLHYLIGTLLLLIASIVAASKSYNQSGLVAGAIFGFMATFLCMASIWLSYKISCVTQSTDAAV. Result: 0 (no interaction). (4) The miRNA is hsa-miR-3941 with sequence UUACACACAACUGAGGAUCAUA. The protein sequence of the target gene is MYAVYKQAHPPTGLEFSMYCNFFNNSERNLVVAGTSQLYVYRLNRDAEALTKNDRSTEGKAHREKLELAASFSFFGNVMSMASVQLAGAKRDALLLSFKDAKLSVVEYDPGTHDLKTLSLHYFEEPELRDGFVQNVHTPRVRVDPDGRCAAMLVYGTRLVVLPFRRESLAEEHEGLVGEGQRSSFLPSYIIDVRALDEKLLNIIDLQFLHGYYEPTLLILFEPNQTWPGRVAVRQDTCSIVAISLNITQKVHPVIWSLTSLPFDCTQALAVPKPIGGVVVFAVNSLLYLNQSVPPYGVAL.... Result: 0 (no interaction). (5) Result: 0 (no interaction). The miRNA is mmu-miR-3108-5p with sequence GUCUCUAAAGCUAGACGUUCCGG. The protein sequence of the target gene is MEQRRFYLRAMQADNLSVVLLSVAWLLLARGTTGMPQYSTFHSENRDWTFNHLTVHRRTGAVYVGAINRVYKLTGNLTIQVAHKTGPEEDNKACYPPLIVQPCSEVLTLTNNVNKLLIIDYSENRLLACGSLYQGVCKLLRLDDLFILVEPSHKKEHYLSSVNKTGTMYGVIVRSEGEDGKLFIGTAVDGKQDYFPTLSSRKLPRDPESSAMLDYELHSDFVSSLIKIPSDTLALVSHFDIFYIYGFASGGFVYFLTVQPETPDGMAINSAGDLFYTSRIVRLCKDDPKFHSYVSLPFGC.... (6) The miRNA is hsa-miR-512-3p with sequence AAGUGCUGUCAUAGCUGAGGUC. The protein sequence of the target gene is MALIMEPVSKWSPSQVVDWMKGLDDCLQQYIKNFEREKISGDQLLRITHQELEDLGVSRIGHQELILEAVDLLCALNYGLETENLKTLSHKLNASAKNLQNFITGRRRSGHYDGRTSRKLPNDFLTSVVDLIGAAKSLLAWLDRSPFAAVTDYSVTRNNVIQLCLELTTIVQQDCTVYETENKILHVCKTLSGVCDHIISLSSDPLVSQSAHLEVIQLANIKPSEGLGMYIKSTYDGLHVITGTTENSPADRCKKIHAGDEVIQVNHQTVVGWQLKNLVNALREDPSGVILTLKKRPQSM.... Result: 0 (no interaction).